This data is from Catalyst prediction with 721,799 reactions and 888 catalyst types from USPTO. The task is: Predict which catalyst facilitates the given reaction. Reactant: [F:1][CH:2]([F:26])[C:3]1[CH:4]=[CH:5][C:6]([N:10]2[C:18]3[CH:17]=[C:16]([C:19]4[CH:24]=[N:23][CH:22]=[C:21]([CH3:25])[N:20]=4)[N:15]=[CH:14][C:13]=3[CH:12]=[N:11]2)=[N:7][C:8]=1F.[NH:27]1[CH2:32][CH2:31][CH2:30][C@H:29]([NH:33][C:34](=[O:40])[O:35][C:36]([CH3:39])([CH3:38])[CH3:37])[CH2:28]1.CN1CCOCC1.O. Product: [F:26][CH:2]([F:1])[C:3]1[C:8]([N:27]2[CH2:32][CH2:31][CH2:30][C@H:29]([NH:33][C:34](=[O:40])[O:35][C:36]([CH3:38])([CH3:37])[CH3:39])[CH2:28]2)=[N:7][C:6]([N:10]2[C:18]3[CH:17]=[C:16]([C:19]4[CH:24]=[N:23][CH:22]=[C:21]([CH3:25])[N:20]=4)[N:15]=[CH:14][C:13]=3[CH:12]=[N:11]2)=[CH:5][CH:4]=1. The catalyst class is: 60.